This data is from Full USPTO retrosynthesis dataset with 1.9M reactions from patents (1976-2016). The task is: Predict the reactants needed to synthesize the given product. (1) Given the product [Cl:15][C:12]1[CH:11]=[CH:10][C:9]2[N:8]([CH2:16][C:17]([C:20]3[CH:25]=[CH:24][N:23]=[CH:22][CH:21]=3)([OH:19])[CH3:18])[C:7]3[CH2:26][CH2:27][NH:4][CH2:5][C:6]=3[C:14]=2[CH:13]=1, predict the reactants needed to synthesize it. The reactants are: C([N:4]1[CH2:27][CH2:26][C:7]2[N:8]([CH2:16][C:17]([C:20]3[CH:25]=[CH:24][N:23]=[CH:22][CH:21]=3)([OH:19])[CH3:18])[C:9]3[CH:10]=[CH:11][C:12]([Cl:15])=[CH:13][C:14]=3[C:6]=2[CH2:5]1)C=C.CN1C(=O)CC(=O)N(C)C1=O. (2) Given the product [N:20]([CH:7]1[CH2:6][CH2:5][N:4]([C:9]([O:11][C:12]([CH3:15])([CH3:14])[CH3:13])=[O:10])[CH2:3][C:2](=[O:1])[CH2:8]1)=[N+:21]=[N-:22], predict the reactants needed to synthesize it. The reactants are: [O:1]=[C:2]1[CH2:3][N:4]([C:9]([O:11][C:12]([CH3:15])([CH3:14])[CH3:13])=[O:10])[CH2:5][CH2:6][CH:7]=[CH:8]1.C[Si]([N:20]=[N+:21]=[N-:22])(C)C. (3) Given the product [CH3:41][O:40][C:38]([C:37]1[CH:36]=[C:35]([C:2]2[CH:9]=[CH:8][C:5]([CH:6]=[O:7])=[C:4]([F:10])[CH:3]=2)[CH:44]=[CH:43][CH:42]=1)=[O:39], predict the reactants needed to synthesize it. The reactants are: Br[C:2]1[CH:9]=[CH:8][C:5]([CH:6]=[O:7])=[C:4]([F:10])[CH:3]=1.B1(B2OC(C)(C)C(C)(C)O2)OC(C)(C)C(C)(C)O1.C([O-])(=O)C.[K+].Br[C:35]1[CH:36]=[C:37]([CH:42]=[CH:43][CH:44]=1)[C:38]([O:40][CH3:41])=[O:39].